From a dataset of Catalyst prediction with 721,799 reactions and 888 catalyst types from USPTO. Predict which catalyst facilitates the given reaction. Reactant: C[Mg]Cl.Cl.[O:5]1[CH2:9][CH2:8][CH2:7][CH2:6]1. Product: [OH:5][C:9]([CH3:8])([CH3:9])[CH2:8][C:7]1[CH:6]=[CH:7][C:7]([CH2:8][C:9]([OH:5])=[O:5])=[CH:6][CH:6]=1. The catalyst class is: 6.